From a dataset of Forward reaction prediction with 1.9M reactions from USPTO patents (1976-2016). Predict the product of the given reaction. (1) Given the reactants Br[CH2:2][C:3]([C:5]1[CH:15]=[CH:14][C:8]([C:9]([O:11][CH2:12][CH3:13])=[O:10])=[CH:7][CH:6]=1)=O.[NH2:16][C:17]([NH2:19])=[S:18], predict the reaction product. The product is: [NH2:19][C:17]1[S:18][CH:2]=[C:3]([C:5]2[CH:15]=[CH:14][C:8]([C:9]([O:11][CH2:12][CH3:13])=[O:10])=[CH:7][CH:6]=2)[N:16]=1. (2) Given the reactants [CH3:1][C:2]1[CH:7]=[C:6]([N:8]2[CH2:13][CH2:12][CH:11]([C:14]([O:16]CC)=[O:15])[CH2:10][CH2:9]2)[CH:5]=[CH:4][N:3]=1.[OH-].[Na+].O.Cl, predict the reaction product. The product is: [CH3:1][C:2]1[CH:7]=[C:6]([N:8]2[CH2:9][CH2:10][CH:11]([C:14]([OH:16])=[O:15])[CH2:12][CH2:13]2)[CH:5]=[CH:4][N:3]=1.